This data is from Reaction yield outcomes from USPTO patents with 853,638 reactions. The task is: Predict the reaction yield, written as a fraction of the theoretical maximum amount of product (1.0 means a 100% yield; for example, 0.34 means a 34% yield). (1) The reactants are [O:1]1[C:5]2[CH:6]=[CH:7][C:8]([C:10]3([C:13]([NH:15][C:16]4[CH:21]=[CH:20][C:19]([CH2:22][C:23]#[N:24])=[C:18](Br)[CH:17]=4)=[O:14])[CH2:12][CH2:11]3)=[CH:9][C:4]=2[O:3][CH2:2]1.[CH3:26][N:27]([CH3:39])[C:28]([C:30]1[CH:35]=[CH:34][C:33](B(O)O)=[CH:32][CH:31]=1)=[O:29].C([O-])([O-])=O.[K+].[K+]. The catalyst is CN(C)C=O. The product is [O:1]1[C:5]2[CH:6]=[CH:7][C:8]([C:10]3([C:13]([NH:15][C:16]4[CH:21]=[CH:20][C:19]([CH2:22][C:23]#[N:24])=[C:18]([C:33]5[CH:34]=[CH:35][C:30]([C:28]([N:27]([CH3:39])[CH3:26])=[O:29])=[CH:31][CH:32]=5)[CH:17]=4)=[O:14])[CH2:12][CH2:11]3)=[CH:9][C:4]=2[O:3][CH2:2]1. The yield is 0.200. (2) The reactants are C(N(CC)CC)C.[O:8]=[C:9]1[C:17]2[C:12](=[CH:13][CH:14]=[CH:15][CH:16]=2)[C:11](=[O:18])[N:10]1[CH2:19][CH2:20][S:21](Cl)(=[O:23])=[O:22].[CH:25]([O:38][C:39]1[C:40]2[C:52](=[O:53])[N:51]([CH2:54][C:55]3[CH:60]=[CH:59][C:58]([F:61])=[CH:57][CH:56]=3)[CH2:50][C:41]=2[C:42]([OH:49])=[C:43]2[C:48]=1[N:47]=[CH:46][CH:45]=[CH:44]2)([C:32]1[CH:37]=[CH:36][CH:35]=[CH:34][CH:33]=1)[C:26]1[CH:31]=[CH:30][CH:29]=[CH:28][CH:27]=1.CCOC(C)=O.CCCCCC. The catalyst is CN(C1C=CN=CC=1)C.CCOC(C)=O. The product is [CH:25]([O:38][C:39]1[C:40]2[C:52](=[O:53])[N:51]([CH2:54][C:55]3[CH:60]=[CH:59][C:58]([F:61])=[CH:57][CH:56]=3)[CH2:50][C:41]=2[C:42]([O:49][S:21]([CH2:20][CH2:19][N:10]2[C:9](=[O:8])[C:17]3[C:12](=[CH:13][CH:14]=[CH:15][CH:16]=3)[C:11]2=[O:18])(=[O:22])=[O:23])=[C:43]2[C:48]=1[N:47]=[CH:46][CH:45]=[CH:44]2)([C:26]1[CH:31]=[CH:30][CH:29]=[CH:28][CH:27]=1)[C:32]1[CH:33]=[CH:34][CH:35]=[CH:36][CH:37]=1. The yield is 0.500. (3) The reactants are [Br:1][C:2]1[C:3]([N:16]([CH3:21])[S:17]([CH3:20])(=[O:19])=[O:18])=[CH:4][C:5]2[O:9][C:8](I)=[C:7]([C:11]([NH:13][CH3:14])=[O:12])[C:6]=2[CH:15]=1.[NH:22]1[CH2:27][CH2:26][O:25][CH2:24][CH2:23]1. The catalyst is N1C=CC=CC=1. The product is [Br:1][C:2]1[C:3]([N:16]([CH3:21])[S:17]([CH3:20])(=[O:19])=[O:18])=[CH:4][C:5]2[O:9][C:8]([N:22]3[CH2:27][CH2:26][O:25][CH2:24][CH2:23]3)=[C:7]([C:11]([NH:13][CH3:14])=[O:12])[C:6]=2[CH:15]=1. The yield is 0.440. (4) The reactants are [CH3:1][O:2][C:3](=[O:21])[CH2:4][CH:5]([NH2:20])[C:6]1[CH:11]=[CH:10][C:9]([O:12][CH:13]([F:15])[F:14])=[C:8]([O:16][CH:17]([F:19])[F:18])[CH:7]=1.C(N(CC)CC)C.C[O:30][C:31](=O)[C:32]1[C:37]([NH:38][C:39]([CH:41]2[CH2:43][CH2:42]2)=[O:40])=[CH:36][CH:35]=[C:34]([Cl:44])[C:33]=1[CH2:45]Br. The catalyst is CN(C=O)C. The product is [CH3:1][O:2][C:3](=[O:21])[CH2:4][CH:5]([C:6]1[CH:11]=[CH:10][C:9]([O:12][CH:13]([F:15])[F:14])=[C:8]([O:16][CH:17]([F:18])[F:19])[CH:7]=1)[N:20]1[CH2:45][C:33]2[C:32](=[C:37]([NH:38][C:39]([CH:41]3[CH2:43][CH2:42]3)=[O:40])[CH:36]=[CH:35][C:34]=2[Cl:44])[C:31]1=[O:30]. The yield is 0.170.